Dataset: Peptide-MHC class II binding affinity with 134,281 pairs from IEDB. Task: Regression. Given a peptide amino acid sequence and an MHC pseudo amino acid sequence, predict their binding affinity value. This is MHC class II binding data. (1) The peptide sequence is IAATAGTTVYGAFAA. The MHC is HLA-DQA10401-DQB10402 with pseudo-sequence HLA-DQA10401-DQB10402. The binding affinity (normalized) is 0.398. (2) The peptide sequence is AFKQAATAANAAPAN. The MHC is DRB1_0802 with pseudo-sequence DRB1_0802. The binding affinity (normalized) is 0.422. (3) The peptide sequence is RGYFKMRTGKSSIMRS. The MHC is HLA-DQA10301-DQB10302 with pseudo-sequence HLA-DQA10301-DQB10302. The binding affinity (normalized) is 0.271.